The task is: Predict which catalyst facilitates the given reaction.. This data is from Catalyst prediction with 721,799 reactions and 888 catalyst types from USPTO. Reactant: [Cl:1][C:2]1[C:3]2[CH:12]=[CH:11][CH:10]=[CH:9][C:4]=2[S:5][C:6]=1[CH:7]=O.[CH3:13][NH2:14].[BH4-].[Na+]. Product: [Cl:1][C:2]1[C:3]2[CH:12]=[CH:11][CH:10]=[CH:9][C:4]=2[S:5][C:6]=1[CH2:7][NH:14][CH3:13]. The catalyst class is: 5.